Regression/Classification. Given a drug SMILES string, predict its absorption, distribution, metabolism, or excretion properties. Task type varies by dataset: regression for continuous measurements (e.g., permeability, clearance, half-life) or binary classification for categorical outcomes (e.g., BBB penetration, CYP inhibition). Dataset: cyp2c9_veith. From a dataset of CYP2C9 inhibition data for predicting drug metabolism from PubChem BioAssay. (1) The compound is O=C(CCN1C(=O)C2C3C=CC(C3)C2C1=O)Nc1ccc2ncccc2c1. The result is 0 (non-inhibitor). (2) The drug is C[C@H]1C2=C3C(CC[C@H]4C(OCc5ccc(F)cc5C(F)(F)F)OC[C@](C)([C@@H]34)N(C(=O)OC(C)(C)C)C2)C2COC(=O)OCC21. The result is 0 (non-inhibitor). (3) The molecule is CCOC(=O)C1CCCN(C(=O)C2CCN(S(=O)(=O)CC)CC2)C1. The result is 0 (non-inhibitor). (4) The molecule is O=C1N(c2ccccc2)c2ccccc2C1(Cc1ccncc1)Cc1ccncc1. The result is 1 (inhibitor). (5) The result is 0 (non-inhibitor). The drug is CCN1C(=O)[C@H]2CC[C@@H]3/C(=N\NC(=O)OCc4ccc(OC)cc4)C[C@@H](O)[C@@H](O)[C@@H]3[C@@H]2C1=O. (6) The molecule is Cc1nc(Sc2ccccc2)c(C#N)cc1-c1ccccc1. The result is 1 (inhibitor). (7) The result is 1 (inhibitor). The compound is CC(C)(C)c1nnc(NC(=O)c2cc(-c3ccccc3)nc3ccccc23)s1. (8) The compound is NC(N)=NCCNOS(=O)c1cccc2cnccc12. The result is 0 (non-inhibitor). (9) The drug is Cc1ccc(CNC(=O)CCNC(=O)c2ccco2)cc1. The result is 0 (non-inhibitor).